From a dataset of Retrosynthesis with 50K atom-mapped reactions and 10 reaction types from USPTO. Predict the reactants needed to synthesize the given product. (1) Given the product Cc1c(N2C[C@@H](F)[C@@H](CNC3CC3)C2)c(F)c(N)c2c(=O)c(C(=O)O)cn([C@@H]3C[C@@H]3F)c12, predict the reactants needed to synthesize it. The reactants are: Cc1c(F)c(F)c(N)c2c(=O)c(C(=O)O)cn([C@@H]3C[C@@H]3F)c12.F[C@@H]1CNC[C@@H]1CNC1CC1. (2) Given the product CCCCC[C@H]1CC[C@H](c2ccc(S(F)(F)(F)(F)F)cc2)CC1, predict the reactants needed to synthesize it. The reactants are: CCCCCC1CC=C(c2ccc(S(F)(F)(F)(F)F)cc2)CC1. (3) Given the product CC1(COc2ccc(C(=O)C(NC(=O)OC(C)(C)C)c3ccc(Cl)c(Cl)c3)c(F)c2)COC1, predict the reactants needed to synthesize it. The reactants are: CC1(COc2ccc(Br)c(F)c2)COC1.CON(C)C(=O)C(NC(=O)OC(C)(C)C)c1ccc(Cl)c(Cl)c1. (4) The reactants are: CN1CCc2sccc2C(O)C1.Fc1cccc(Br)c1Cl. Given the product CN1CCc2sccc2C(Oc2cccc(Br)c2Cl)C1, predict the reactants needed to synthesize it. (5) Given the product Nc1ccc(C(=O)c2nc(Br)c3ccccn23)cc1C(=O)O, predict the reactants needed to synthesize it. The reactants are: COC(=O)c1cc(C(=O)c2nc(Br)c3ccccn23)ccc1N. (6) Given the product CC1(COS(C)(=O)=O)CC(F)(F)C1, predict the reactants needed to synthesize it. The reactants are: CC1(CO)CC(F)(F)C1.CS(=O)(=O)Cl. (7) Given the product O=C1Cc2ccccc2N1Cn1cnc2ccccc21, predict the reactants needed to synthesize it. The reactants are: O=C1Cc2ccccc2N1CO.c1ccc2[nH]cnc2c1.